This data is from Forward reaction prediction with 1.9M reactions from USPTO patents (1976-2016). The task is: Predict the product of the given reaction. (1) Given the reactants [NH2:1][C:2]1[CH:3]=[CH:4][C:5]([C:9]2[N:10]=[C:11]([C:22]([CH3:28])([CH3:27])[C:23]([O:25][CH3:26])=[O:24])[NH:12][C:13]=2[C:14]2[CH:19]=[CH:18][C:17]([F:20])=[CH:16][C:15]=2[F:21])=[N:6][C:7]=1[OH:8].[N:29]([C@@H:32]([CH3:37])[CH2:33][CH2:34][O:35][CH3:36])=[C:30]=S.Cl.C(N=C=NCCCN(C)C)C, predict the reaction product. The product is: [F:21][C:15]1[CH:16]=[C:17]([F:20])[CH:18]=[CH:19][C:14]=1[C:13]1[NH:12][C:11]([C:22]([CH3:28])([CH3:27])[C:23]([O:25][CH3:26])=[O:24])=[N:10][C:9]=1[C:5]1[N:6]=[C:7]2[O:8][C:30]([NH:29][C@@H:32]([CH3:37])[CH2:33][CH2:34][O:35][CH3:36])=[N:1][C:2]2=[CH:3][CH:4]=1. (2) Given the reactants [CH:1]1[C:17]2[CH2:16][C@H:15]3[N:18]([CH2:20][CH2:21][C@@:7]45[C@H:14]3[CH:13]=[CH:12][C@H:10]([OH:11])[C@@H:8]4[O:9][C:5]([C:6]=25)=[C:3]([OH:4])[CH:2]=1)[CH3:19].[CH:22]1[CH:23]=[CH:24][C:25]([NH:32][C:33]2[C:34]([Cl:40])=[CH:35][CH:36]=[CH:37][C:38]=2[Cl:39])=[C:26]([CH2:28][C:29]([OH:31])=[O:30])[CH:27]=1.[C:41]([OH:48])(=[O:47])/[CH:42]=[CH:43]\[C:44]([OH:46])=[O:45], predict the reaction product. The product is: [CH:1]1[C:17]2[CH2:16][C@H:15]3[N:18]([CH2:20][CH2:21][C@@:7]45[C@H:14]3[CH:13]=[CH:12][C@H:10]([OH:11])[C@@H:8]4[O:9][C:5]([C:6]=25)=[C:3]([OH:4])[CH:2]=1)[CH3:19].[CH:22]1[CH:23]=[CH:24][C:25]([NH:32][C:33]2[C:38]([Cl:39])=[CH:37][CH:36]=[CH:35][C:34]=2[Cl:40])=[C:26]([CH2:28][C:29]([OH:31])=[O:30])[CH:27]=1.[C:41]([O-:48])(=[O:47])/[CH:42]=[CH:43]\[C:44]([O-:46])=[O:45].